Task: Predict the product of the given reaction.. Dataset: Forward reaction prediction with 1.9M reactions from USPTO patents (1976-2016) (1) Given the reactants [NH2:1][C:2]1[CH:3]=[C:4]([CH:16]=[CH:17][CH:18]=1)[O:5][C:6]1[CH:11]=[CH:10][N:9]=[C:8]2[NH:12][C:13](=[O:15])[NH:14][C:7]=12.[F:19][C:20]([F:34])([O:24][C:25]1[CH:26]=[C:27]([CH:31]=[CH:32][CH:33]=1)[C:28](O)=[O:29])[CH:21]([F:23])[F:22], predict the reaction product. The product is: [O:15]=[C:13]1[NH:12][C:8]2=[N:9][CH:10]=[CH:11][C:6]([O:5][C:4]3[CH:3]=[C:2]([NH:1][C:28](=[O:29])[C:27]4[CH:31]=[CH:32][CH:33]=[C:25]([O:24][C:20]([F:19])([F:34])[CH:21]([F:22])[F:23])[CH:26]=4)[CH:18]=[CH:17][CH:16]=3)=[C:7]2[NH:14]1. (2) Given the reactants [O:1]([CH2:8][C:9]1[N:13]([CH2:14][C:15]2[CH:20]=[CH:19][C:18]([O:21][C:22]([F:25])([F:24])[F:23])=[CH:17][CH:16]=2)[C:12]2[CH:26]=[CH:27][C:28]([C:30]([OH:32])=O)=[CH:29][C:11]=2[N:10]=1)[C:2]1[CH:7]=[CH:6][CH:5]=[CH:4][CH:3]=1.CC(C)N=C=NC(C)C.[CH3:42][O:43][C:44]1[CH:51]=[CH:50][C:47]([CH2:48][NH2:49])=[CH:46][CH:45]=1, predict the reaction product. The product is: [CH3:42][O:43][C:44]1[CH:51]=[CH:50][C:47]([CH2:48][NH:49][C:30]([C:28]2[CH:27]=[CH:26][C:12]3[N:13]([CH2:14][C:15]4[CH:20]=[CH:19][C:18]([O:21][C:22]([F:23])([F:25])[F:24])=[CH:17][CH:16]=4)[C:9]([CH2:8][O:1][C:2]4[CH:7]=[CH:6][CH:5]=[CH:4][CH:3]=4)=[N:10][C:11]=3[CH:29]=2)=[O:32])=[CH:46][CH:45]=1. (3) Given the reactants Br[C:2]1[C:10]2[S:9][C:8]([NH:11][C:12]([NH:14][CH2:15][CH3:16])=[O:13])=[N:7][C:6]=2[CH:5]=[C:4]([C:17]2[CH:18]=[N:19][CH:20]=[CH:21][CH:22]=2)[CH:3]=1.[F:23][C:24]1[CH:29]=[CH:28][CH:27]=[CH:26][C:25]=1B(O)O.[O-]P([O-])([O-])=O.[K+].[K+].[K+], predict the reaction product. The product is: [CH2:15]([NH:14][C:12]([NH:11][C:8]1[S:9][C:10]2[C:2]([C:25]3[CH:26]=[CH:27][CH:28]=[CH:29][C:24]=3[F:23])=[CH:3][C:4]([C:17]3[CH:18]=[N:19][CH:20]=[CH:21][CH:22]=3)=[CH:5][C:6]=2[N:7]=1)=[O:13])[CH3:16]. (4) Given the reactants C([N:8]([C@H:16]1[C@@H:20]2[O:21][C:22]([CH3:25])([CH3:24])[O:23][C@@H:19]2[C@@H:18]([O:26][CH2:27][C:28]([O:30][C:31]([CH3:34])([CH3:33])[CH3:32])=[O:29])[CH2:17]1)CC1C=CC=CC=1)C1C=CC=CC=1.C(O)C.[C:38]([OH:47])(=[O:46])[C@@H:39]([C@H:41]([C:43]([OH:45])=[O:44])[OH:42])[OH:40], predict the reaction product. The product is: [C:38]([OH:47])(=[O:46])[C@@H:39]([C@H:41]([C:43]([OH:45])=[O:44])[OH:42])[OH:40].[NH2:8][C@H:16]1[C@@H:20]2[O:21][C:22]([CH3:24])([CH3:25])[O:23][C@@H:19]2[C@@H:18]([O:26][CH2:27][C:28]([O:30][C:31]([CH3:34])([CH3:33])[CH3:32])=[O:29])[CH2:17]1. (5) Given the reactants [F:1][C:2]1[CH:3]=[CH:4][C:5]2[O:9][C@H:8]([CH2:10]O)[C@@H:7]([N:12]3[C:20]4[C:15](=[CH:16][CH:17]=[CH:18][C:19]=4[F:21])[C:14]([CH3:23])([CH3:22])[CH2:13]3)[C:6]=2[CH:24]=1.[CH3:25][NH:26][S:27]([C:30]1[CH:35]=[CH:34][CH:33]=[CH:32][C:31]=1[N+:36]([O-:38])=[O:37])(=[O:29])=[O:28].C1(P(C2C=CC=CC=2)C2C=CC=CC=2)C=CC=CC=1.N(C(OC(C)C)=O)=NC(OC(C)C)=O, predict the reaction product. The product is: [F:1][C:2]1[CH:3]=[CH:4][C:5]2[O:9][C@H:8]([CH2:10][N:26]([CH3:25])[S:27]([C:30]3[CH:35]=[CH:34][CH:33]=[CH:32][C:31]=3[N+:36]([O-:38])=[O:37])(=[O:28])=[O:29])[C@@H:7]([N:12]3[C:20]4[C:15](=[CH:16][CH:17]=[CH:18][C:19]=4[F:21])[C:14]([CH3:23])([CH3:22])[CH2:13]3)[C:6]=2[CH:24]=1. (6) Given the reactants Cl[CH2:2][C:3]([N:5]1[CH2:10][CH2:9][N:8]([C:11]2[CH:16]=[CH:15][C:14]([Cl:17])=[CH:13][C:12]=2[F:18])[CH2:7][CH2:6]1)=[O:4].ClC1C=CC(N2CCNCC2)=C(F)C=1.ClCC(Cl)=O.[N+:38]([C:41]1[CH:46]=[CH:45][C:44]([NH:47][C@H:48]2[CH2:53][CH2:52][C@H:51]([OH:54])[CH2:50][CH2:49]2)=[CH:43][C:42]=1[C:55]([F:58])([F:57])[F:56])([O-:40])=[O:39], predict the reaction product. The product is: [Cl:17][C:14]1[CH:15]=[CH:16][C:11]([N:8]2[CH2:9][CH2:10][N:5]([C:3](=[O:4])[CH2:2][O:54][C@H:51]3[CH2:52][CH2:53][C@H:48]([NH:47][C:44]4[CH:45]=[CH:46][C:41]([N+:38]([O-:40])=[O:39])=[C:42]([C:55]([F:56])([F:57])[F:58])[CH:43]=4)[CH2:49][CH2:50]3)[CH2:6][CH2:7]2)=[C:12]([F:18])[CH:13]=1. (7) Given the reactants [NH2:1][CH2:2][CH2:3][C:4]([OH:6])=[O:5].[C:7](O)(=[C:12]1[C:20](=[O:21])[CH2:19][C:16]([CH3:18])([CH3:17])[CH2:15][C:13]1=[O:14])[CH2:8][CH:9]([CH3:11])[CH3:10], predict the reaction product. The product is: [NH:1]([C:7](=[C:12]1[C:13](=[O:14])[CH2:15][C:16]([CH3:17])([CH3:18])[CH2:19][C:20]1=[O:21])[CH2:8][CH:9]([CH3:11])[CH3:10])[CH2:2][CH2:3][C:4]([OH:6])=[O:5].